This data is from Catalyst prediction with 721,799 reactions and 888 catalyst types from USPTO. The task is: Predict which catalyst facilitates the given reaction. (1) Reactant: C1(C)C=CC=CC=1.[CH3:8][O:9][C:10]1[CH:19]=[C:18]2[C:13]([CH2:14][CH2:15][CH:16]([CH2:20][CH2:21]O)[CH2:17]2)=[CH:12][CH:11]=1.N1C=CC=CC=1.P(Br)(Br)[Br:30]. Product: [Br:30][CH2:21][CH2:20][CH:16]1[CH2:15][CH2:14][C:13]2[C:18](=[CH:19][C:10]([O:9][CH3:8])=[CH:11][CH:12]=2)[CH2:17]1. The catalyst class is: 6. (2) Product: [Cl:9][C:10]1[CH:15]=[C:14]([O:8][CH2:7][C:2]2[CH:3]=[CH:4][CH:5]=[CH:6][N:1]=2)[CH:13]=[CH:12][N:11]=1. Reactant: [N:1]1[CH:6]=[CH:5][CH:4]=[CH:3][C:2]=1[CH2:7][OH:8].[Cl:9][C:10]1[CH:15]=[C:14](I)[CH:13]=[CH:12][N:11]=1.C(=O)([O-])[O-].[Cs+].[Cs+].N1C2C(=CC=C3C=2N=CC=C3)C=CC=1. The catalyst class is: 432. (3) Reactant: Cl[CH2:2][CH2:3][C:4]1[CH:5]=[C:6]2[C:10](=[CH:11][CH:12]=1)[NH:9][C:8](=[O:13])[CH2:7]2.[NH:14]1[CH2:19][CH2:18][O:17][CH2:16][CH2:15]1.C(N(C(C)C)CC)(C)C.O. Product: [N:14]1([CH2:2][CH2:3][C:4]2[CH:5]=[C:6]3[C:10](=[CH:11][CH:12]=2)[NH:9][C:8](=[O:13])[CH2:7]3)[CH2:19][CH2:18][O:17][CH2:16][CH2:15]1. The catalyst class is: 148. (4) Reactant: C[O:2][C:3](=[O:26])[C:4]1[CH:16]=[C:15]([C:17]([F:25])([F:24])[C:18]2[CH:23]=[CH:22][CH:21]=[CH:20][CH:19]=2)[CH:14]=[C:6]([C:7]([N:9]([CH3:13])[CH2:10][CH2:11][CH3:12])=[O:8])[CH:5]=1.[OH-].[Li+]. Product: [F:24][C:17]([F:25])([C:18]1[CH:19]=[CH:20][CH:21]=[CH:22][CH:23]=1)[C:15]1[CH:14]=[C:6]([C:7]([N:9]([CH3:13])[CH2:10][CH2:11][CH3:12])=[O:8])[CH:5]=[C:4]([CH:16]=1)[C:3]([OH:26])=[O:2]. The catalyst class is: 1. (5) Reactant: Cl[C:2]1[C:7]([C:8]2[N:13]=[CH:12][N:11]=[C:10]([NH:14][CH3:15])[N:9]=2)=[CH:6][CH:5]=[CH:4][N:3]=1.[F:16][C:17]1[CH:25]=[CH:24][C:23]([OH:26])=[CH:22][C:18]=1[C:19]([OH:21])=[O:20].CS(C)=O. Product: [F:16][C:17]1[CH:25]=[CH:24][C:23]([O:26][C:2]2[C:7]([C:8]3[N:9]=[C:10]([NH:14][CH3:15])[N:11]=[CH:12][N:13]=3)=[CH:6][CH:5]=[CH:4][N:3]=2)=[CH:22][C:18]=1[C:19]([OH:21])=[O:20]. The catalyst class is: 6. (6) Reactant: C([Li])CCC.C(NC(C)C)(C)C.[C:13]([O:16][C:17]([CH3:20])([CH3:19])[CH3:18])(=[O:15])[CH3:14].[Br:21][C:22]1[CH:27]=[C:26]([Br:28])[N:25]=[C:24]([C:29]2[CH:34]=[CH:33][CH:32]=[CH:31][C:30]=2[Cl:35])[C:23]=1[CH2:36]Br. Product: [Br:21][C:22]1[CH:27]=[C:26]([Br:28])[N:25]=[C:24]([C:29]2[CH:34]=[CH:33][CH:32]=[CH:31][C:30]=2[Cl:35])[C:23]=1[CH2:36][CH2:14][C:13]([O:16][C:17]([CH3:20])([CH3:19])[CH3:18])=[O:15]. The catalyst class is: 559. (7) Reactant: [CH2:1]([OH:16])[CH2:2][CH2:3][CH2:4][CH2:5][CH2:6][NH:7][CH2:8][CH2:9][NH:10][CH2:11][CH2:12][NH:13][CH2:14][CH3:15].O([C:25]([O:27][C:28]([CH3:31])([CH3:30])[CH3:29])=[O:26])[C:25]([O:27][C:28]([CH3:31])([CH3:30])[CH3:29])=[O:26]. Product: [C:28]([O:27][C:25]([N:7]([CH2:8][CH2:9][N:10]([C:25]([O:27][C:28]([CH3:29])([CH3:30])[CH3:31])=[O:26])[CH2:11][CH2:12][N:13]([C:25]([O:27][C:28]([CH3:31])([CH3:30])[CH3:29])=[O:26])[CH2:14][CH3:15])[CH2:6][CH2:5][CH2:4][CH2:3][CH2:2][CH2:1][OH:16])=[O:26])([CH3:31])([CH3:30])[CH3:29]. The catalyst class is: 2. (8) Reactant: [Cl:1][C:2]1[CH:7]=[CH:6][C:5]([C:8]2[C:14]3[CH:15]=[C:16]([O:19][CH3:20])[CH:17]=[CH:18][C:13]=3[N:12]3[C:21]([CH3:24])=[N:22][N:23]=[C:11]3[C@H:10]([CH2:25][C:26]([OH:28])=[O:27])[N:9]=2)=[CH:4][CH:3]=1.[CH3:29][N:30]([CH3:34])[CH2:31][CH2:32][NH2:33].CCOC(C(C#N)=NOC(N1CCOCC1)=[N+](C)C)=O.F[P-](F)(F)(F)(F)F.CCN(C(C)C)C(C)C. Product: [CH:26]([OH:28])=[O:27].[Cl:1][C:2]1[CH:7]=[CH:6][C:5]([C:8]2[C:14]3[CH:15]=[C:16]([O:19][CH3:20])[CH:17]=[CH:18][C:13]=3[N:12]3[C:21]([CH3:24])=[N:22][N:23]=[C:11]3[C@H:10]([CH2:25][C:26]([NH:33][CH2:32][CH2:31][N:30]([CH3:34])[CH3:29])=[O:27])[N:9]=2)=[CH:4][CH:3]=1. The catalyst class is: 121. (9) Reactant: [CH2:1]([O:8][C:9]1[CH:14]=[CH:13][C:12]([CH2:15][C:16]2[CH:21]=[CH:20][C:19]([CH2:22][CH3:23])=[CH:18][CH:17]=2)=[CH:11][C:10]=1Br)[C:2]1[CH:7]=[CH:6][CH:5]=[CH:4][CH:3]=1.C([Li])CCC.CCCCCC.[P:36](Cl)([O:41][CH2:42][CH3:43])([O:38][CH2:39][CH3:40])=[O:37]. Product: [CH2:39]([O:38][P:36]([C:10]1[CH:11]=[C:12]([CH2:15][C:16]2[CH:21]=[CH:20][C:19]([CH2:22][CH3:23])=[CH:18][CH:17]=2)[CH:13]=[CH:14][C:9]=1[O:8][CH2:1][C:2]1[CH:7]=[CH:6][CH:5]=[CH:4][CH:3]=1)(=[O:37])[O:41][CH2:42][CH3:43])[CH3:40]. The catalyst class is: 1.